This data is from Forward reaction prediction with 1.9M reactions from USPTO patents (1976-2016). The task is: Predict the product of the given reaction. (1) Given the reactants Cl.[CH3:2][O:3][C:4]1[CH:17]=[CH:16][C:7]([C:8]([O:10][CH2:11][C:12]([NH2:15])([CH3:14])[CH3:13])=[O:9])=[CH:6][CH:5]=1.C([O-])([O-])=O.[Na+].[Na+].[C:24](Cl)(Cl)=[S:25], predict the reaction product. The product is: [CH3:2][O:3][C:4]1[CH:5]=[CH:6][C:7]([C:8]([O:10][CH2:11][C:12]([N:15]=[C:24]=[S:25])([CH3:14])[CH3:13])=[O:9])=[CH:16][CH:17]=1. (2) Given the reactants [C:1]([O:5][C:6]([NH:8][C@@H:9]1[CH2:14][CH2:13][C@H:12]([C:15]([OH:17])=O)[CH2:11][CH2:10]1)=[O:7])([CH3:4])([CH3:3])[CH3:2].[C:18]([C:20]1[CH:42]=[CH:41][C:23]([O:24][C:25]2[CH:26]=[C:27]([NH2:40])[CH:28]=[C:29]([O:31][C:32]3[CH:37]=[CH:36][C:35]([C:38]#[N:39])=[CH:34][CH:33]=3)[CH:30]=2)=[CH:22][CH:21]=1)#[N:19], predict the reaction product. The product is: [C:1]([O:5][C:6](=[O:7])[NH:8][C@H:9]1[CH2:10][CH2:11][C@@H:12]([C:15](=[O:17])[NH:40][C:27]2[CH:28]=[C:29]([O:31][C:32]3[CH:37]=[CH:36][C:35]([C:38]#[N:39])=[CH:34][CH:33]=3)[CH:30]=[C:25]([O:24][C:23]3[CH:41]=[CH:42][C:20]([C:18]#[N:19])=[CH:21][CH:22]=3)[CH:26]=2)[CH2:13][CH2:14]1)([CH3:2])([CH3:3])[CH3:4]. (3) The product is: [F:58][C:55]([F:56])([F:57])[C:53]1[CH:52]=[C:51]([C:59]2[N:64]=[C:63]([CH3:65])[C:62]([C:66]([N:68]3[CH2:69][CH2:70][CH:71]([N:74]4[CH2:78][CH2:77][CH2:76][C@H:75]4[CH2:93][O:94][C:95](=[O:102])[C:96]4[CH:101]=[CH:100][CH:99]=[CH:98][CH:97]=4)[CH2:72][CH2:73]3)=[O:67])=[C:61]([CH3:79])[N:60]=2)[CH:50]=[C:49]([C:48]([F:47])([F:80])[F:81])[CH:54]=1. Given the reactants BrC1C=C(C)C(C(N2CCC(N3CCCC3)CC2)=O)=C(C)C=1.BrC1C=C(C)C(C(N2CCC(N3CCC[C@H]3CO)CC2)=O)=C(C)C=1.[F:47][C:48]([F:81])([F:80])[C:49]1[CH:50]=[C:51]([C:59]2[N:64]=[C:63]([CH3:65])[C:62]([C:66]([N:68]3[CH2:73][CH2:72][CH:71]([N:74]4[CH2:78][CH2:77][CH2:76][CH2:75]4)[CH2:70][CH2:69]3)=[O:67])=[C:61]([CH3:79])[N:60]=2)[CH:52]=[C:53]([C:55]([F:58])([F:57])[F:56])[CH:54]=1.N1CCC(N2CCC[C@H]2[CH2:93][O:94][C:95](=[O:102])[C:96]2[CH:101]=[CH:100][CH:99]=[CH:98][CH:97]=2)CC1, predict the reaction product. (4) Given the reactants [CH2:1]([O:5][C:6]1[C:15]2[C:10](=[CH:11][CH:12]=[C:13](C(O)=O)[CH:14]=2)[C:9](=[O:19])[N:8]([CH2:20][CH:21]([CH3:23])[CH3:22])[C:7]=1[CH2:24][NH:25][C:26]([O:28][C:29]([CH3:32])([CH3:31])[CH3:30])=[O:27])[CH2:2][CH2:3][CH3:4].C1(P(N=[N+]=[N-])(C2C=CC=CC=2)=O)C=CC=CC=1.C([N:52]([CH2:55]C)CC)C.C[NH2:58].[O:59]1[CH2:63]CCC1, predict the reaction product. The product is: [CH2:1]([O:5][C:6]1[C:15]2[C:10](=[CH:11][CH:12]=[C:13]([NH:58][C:63]([NH:52][CH3:55])=[O:59])[CH:14]=2)[C:9](=[O:19])[N:8]([CH2:20][CH:21]([CH3:23])[CH3:22])[C:7]=1[CH2:24][NH:25][C:26](=[O:27])[O:28][C:29]([CH3:32])([CH3:30])[CH3:31])[CH2:2][CH2:3][CH3:4]. (5) Given the reactants C([CH:3]([CH2:7][CH2:8][O:9][C:10]1[CH:15]=[C:14]([N+:16]([O-:18])=[O:17])[C:13]([CH:19]([OH:21])[CH3:20])=[CH:12][C:11]=1[O:22][CH3:23])[C:4]([OH:6])=[O:5])C.C(Cl)Cl.[C:27](Cl)(=[O:39])[CH2:28][CH2:29][CH2:30][CH2:31][CH2:32][CH2:33][CH2:34][CH2:35][CH2:36][CH2:37][CH3:38], predict the reaction product. The product is: [C:27]([O:21][CH:19]([C:13]1[C:14]([N+:16]([O-:18])=[O:17])=[CH:15][C:10]([O:9][CH2:8][CH2:7][CH2:3][C:4]([OH:6])=[O:5])=[C:11]([O:22][CH3:23])[CH:12]=1)[CH3:20])(=[O:39])[CH2:28][CH2:29][CH2:30][CH2:31][CH2:32][CH2:33][CH2:34][CH2:35][CH2:36][CH2:37][CH3:38]. (6) Given the reactants [F:1][C:2]1[CH:22]=[CH:21][C:20]([F:23])=[CH:19][C:3]=1[CH2:4][N:5]1[C:10](=[O:11])[C:9]([CH3:13])([CH3:12])[NH:8][C:7]2[N:14]=[CH:15][C:16](I)=[CH:17][C:6]1=2.[CH3:24][N:25]1[CH2:30][CH2:29][N:28]([C:31]([C:33]2[CH:38]=[CH:37][C:36](B3OC(C)(C)C(C)(C)O3)=[CH:35][CH:34]=2)=[O:32])[CH2:27][CH2:26]1, predict the reaction product. The product is: [F:1][C:2]1[CH:22]=[CH:21][C:20]([F:23])=[CH:19][C:3]=1[CH2:4][N:5]1[C:10](=[O:11])[C:9]([CH3:13])([CH3:12])[NH:8][C:7]2[N:14]=[CH:15][C:16]([C:36]3[CH:35]=[CH:34][C:33]([C:31]([N:28]4[CH2:29][CH2:30][N:25]([CH3:24])[CH2:26][CH2:27]4)=[O:32])=[CH:38][CH:37]=3)=[CH:17][C:6]1=2.